This data is from Forward reaction prediction with 1.9M reactions from USPTO patents (1976-2016). The task is: Predict the product of the given reaction. (1) Given the reactants [S:1]1[C:5]2[CH:6]=[CH:7][C:8]([CH2:10][CH2:11][O:12][CH2:13][CH2:14][CH2:15][N:16]3[CH2:20][CH2:19][CH:18]([NH:21]C(=O)[O-])[CH2:17]3)=[CH:9][C:4]=2[CH:3]=[CH:2]1.Cl.O.[OH-].[Na+], predict the reaction product. The product is: [S:1]1[C:5]2[CH:6]=[CH:7][C:8]([CH2:10][CH2:11][O:12][CH2:13][CH2:14][CH2:15][N:16]3[CH2:20][CH2:19][CH:18]([NH2:21])[CH2:17]3)=[CH:9][C:4]=2[CH:3]=[CH:2]1. (2) The product is: [Cl:11][C:6]1[C:7]2[CH:8]=[CH:9][N:12]([C@@H:13]3[CH2:16][C@H:15]([CH2:17][O:18][C:19](=[O:26])[C:20]4[CH:21]=[CH:22][CH:23]=[CH:24][CH:25]=4)[CH2:14]3)[C:2]=2[N:3]=[CH:4][N:5]=1. Given the reactants Cl[C:2]1[C:7]([CH2:8][CH:9]=O)=[C:6]([Cl:11])[N:5]=[CH:4][N:3]=1.[NH2:12][CH:13]1[CH2:16][CH:15]([CH2:17][O:18][C:19](=[O:26])[C:20]2[CH:25]=[CH:24][CH:23]=[CH:22][CH:21]=2)[CH2:14]1.C(N(C(C)C)CC)(C)C, predict the reaction product.